Dataset: Forward reaction prediction with 1.9M reactions from USPTO patents (1976-2016). Task: Predict the product of the given reaction. Given the reactants [C:1]([Si:5]([CH3:28])([CH3:27])[O:6][C:7]1[CH:26]=[CH:25][C:10]2[C:11]3[CH:20]([OH:21])[O:19][C:18]4[C:13](=[CH:14][CH:15]=[CH:16][CH:17]=4)[C:12]=3[CH2:22][CH2:23][O:24][C:9]=2[CH:8]=1)([CH3:4])([CH3:3])[CH3:2].I[C:30]1[CH:44]=[CH:43][C:33]([O:34][CH2:35][CH2:36][N:37]2[CH2:42][CH2:41][CH2:40][CH2:39][CH2:38]2)=[CH:32][CH:31]=1, predict the reaction product. The product is: [C:1]([Si:5]([CH3:27])([CH3:28])[O:6][C:7]1[CH:26]=[CH:25][C:10]2[C:11]([CH:20]([OH:21])[C:30]3[CH:31]=[CH:32][C:33]([O:34][CH2:35][CH2:36][N:37]4[CH2:38][CH2:39][CH2:40][CH2:41][CH2:42]4)=[CH:43][CH:44]=3)=[C:12]([C:13]3[CH:14]=[CH:15][CH:16]=[CH:17][C:18]=3[OH:19])[CH2:22][CH2:23][O:24][C:9]=2[CH:8]=1)([CH3:2])([CH3:4])[CH3:3].